From a dataset of Reaction yield outcomes from USPTO patents with 853,638 reactions. Predict the reaction yield, written as a fraction of the theoretical maximum amount of product (1.0 means a 100% yield; for example, 0.34 means a 34% yield). (1) The reactants are [Si]([O:8][CH:9]([C:22]1[O:23][C:24]([C:27]2[CH:32]=[CH:31][CH:30]=[CH:29][C:28]=2[S:33]([NH2:36])(=[O:35])=[O:34])=[CH:25][N:26]=1)[CH2:10][CH2:11][CH2:12][CH2:13][CH2:14][CH2:15][C:16]1[CH:21]=[CH:20][CH:19]=[CH:18][CH:17]=1)(C(C)(C)C)(C)C.[Si](OC(C1OC([Sn](CCCC)(CCCC)CCCC)=CN=1)CCCCCCC1C=CC=CC=1)(C(C)(C)C)(C)C.IC1C=CC=CC=1S(N)(=O)=O. No catalyst specified. The product is [C:16]1([CH2:15][CH2:14][CH2:13][CH2:12][CH2:11][CH2:10][C:9]([C:22]2[O:23][C:24]([C:27]3[CH:32]=[CH:31][CH:30]=[CH:29][C:28]=3[S:33]([NH2:36])(=[O:35])=[O:34])=[CH:25][N:26]=2)=[O:8])[CH:21]=[CH:20][CH:19]=[CH:18][CH:17]=1. The yield is 0.440. (2) The reactants are C1C(=O)N([O:8][C:9]([O:11][N:12]2[C:17](=[O:18])[CH2:16][CH2:15][C:13]2=[O:14])=[O:10])C(=O)C1.CC[N:21]([CH2:24][CH3:25])[CH2:22][CH3:23].[CH3:26][C:27]#N. No catalyst specified. The product is [N:21]1[C:22]2[C:23](=[CH:13][CH:15]=[CH:16][CH:17]=2)[C:26]([CH2:27][O:8][C:9](=[O:10])[O:11][N:12]2[C:13](=[O:14])[CH2:15][CH2:16][C:17]2=[O:18])=[CH:25][CH:24]=1. The yield is 0.580. (3) The reactants are [Br:1][C:2]1[CH:3]=[C:4]2[C:10]([C:11]([O:13]C)=[O:12])=[N:9][NH:8][C:5]2=[N:6][CH:7]=1.Cl. The catalyst is [OH-].[Na+]. The product is [Br:1][C:2]1[CH:3]=[C:4]2[C:10]([C:11]([OH:13])=[O:12])=[N:9][NH:8][C:5]2=[N:6][CH:7]=1. The yield is 0.920. (4) The reactants are [F:1][C:2]1[CH:7]=[C:6]([F:8])[CH:5]=[CH:4][C:3]=1[C:9]1[CH:14]=[C:13]([N:15]2[C:19]3=[N:20][CH:21]=[C:22]([C:24]4[N:25]=[N:26][N:27]([CH:29]5[CH2:34][CH2:33][O:32][CH2:31][CH2:30]5)[CH:28]=4)[CH:23]=[C:18]3[N:17]=[CH:16]2)[CH:12]=[C:11]([NH2:35])[CH:10]=1.N1C=CC=CC=1.[CH2:42]([S:44](Cl)(=[O:46])=[O:45])[CH3:43]. The catalyst is C(Cl)Cl. The product is [F:1][C:2]1[CH:7]=[C:6]([F:8])[CH:5]=[CH:4][C:3]=1[C:9]1[CH:14]=[C:13]([N:15]2[C:19]3=[N:20][CH:21]=[C:22]([C:24]4[N:25]=[N:26][N:27]([CH:29]5[CH2:30][CH2:31][O:32][CH2:33][CH2:34]5)[CH:28]=4)[CH:23]=[C:18]3[N:17]=[CH:16]2)[CH:12]=[C:11]([NH:35][S:44]([CH2:42][CH3:43])(=[O:46])=[O:45])[CH:10]=1. The yield is 0.420. (5) The reactants are [Cl:1][C:2]1[CH:7]=[CH:6][C:5]([C:8]2[C:17]3[C:12](=[CH:13][C:14]([S:18](OC4C(F)=C(F)C(F)=C(F)C=4F)(=[O:20])=[O:19])=[CH:15][CH:16]=3)[CH:11]=[CH:10][N:9]=2)=[C:4]([O:33][CH3:34])[CH:3]=1.[S:35]1[CH:39]=[CH:38][N:37]=[C:36]1[NH2:40].C1COCC1.C[Si]([N-][Si](C)(C)C)(C)C.[Li+]. The catalyst is C(Cl)Cl. The product is [Cl:1][C:2]1[CH:7]=[CH:6][C:5]([C:8]2[C:17]3[C:12](=[CH:13][C:14]([S:18]([NH:40][C:36]4[S:35][CH:39]=[CH:38][N:37]=4)(=[O:20])=[O:19])=[CH:15][CH:16]=3)[CH:11]=[CH:10][N:9]=2)=[C:4]([O:33][CH3:34])[CH:3]=1. The yield is 0.780. (6) The reactants are [CH3:1][O:2][C:3](=[O:28])[C@@H:4]([NH:8][C:9]([C:22]1[CH:27]=[CH:26][CH:25]=[CH:24][CH:23]=1)([C:16]1[CH:21]=[CH:20][CH:19]=[CH:18][CH:17]=1)[C:10]1[CH:15]=[CH:14][CH:13]=[CH:12][CH:11]=1)[C@@H:5](O)[CH3:6].C1C=CC(P(C2C=CC=CC=2)C2C=CC=CC=2)=CC=1.N(C(OCC)=O)=NC(OCC)=O.C1C=CC(OP(OC2C=CC=CC=2)([N:69]=[N+:70]=[N-:71])=O)=CC=1. The catalyst is C(Cl)Cl. The product is [N:69]([C@H:5]([CH3:6])[C@H:4]([NH:8][C:9]([C:16]1[CH:17]=[CH:18][CH:19]=[CH:20][CH:21]=1)([C:22]1[CH:23]=[CH:24][CH:25]=[CH:26][CH:27]=1)[C:10]1[CH:11]=[CH:12][CH:13]=[CH:14][CH:15]=1)[C:3]([O:2][CH3:1])=[O:28])=[N+:70]=[N-:71]. The yield is 0.450. (7) The reactants are [Cl:1][C:2]1[CH:7]=[CH:6][C:5]([C:8]2[N:13]=[C:12]([CH:14]3[C:18](=[O:19])[CH2:17][CH2:16][C:15]3=[O:20])[C:11]([CH3:21])=[CH:10][N:9]=2)=[CH:4][CH:3]=1.[C:22](=O)([O-])[O-].[K+].[K+].S(OC)(OC)(=O)=O. The catalyst is CC(C)=O.C(OCC)(=O)C. The product is [Cl:1][C:2]1[CH:7]=[CH:6][C:5]([C:8]2[N:13]=[C:12]([C:14]3[C:18](=[O:19])[CH2:17][CH2:16][C:15]=3[O:20][CH3:22])[C:11]([CH3:21])=[CH:10][N:9]=2)=[CH:4][CH:3]=1. The yield is 0.770. (8) The yield is 0.830. The reactants are [Br:1][C:2]1[CH:17]=[C:5]2[NH:6][C:7]([CH3:16])=[C:8]([CH2:11][C:12]([O:14][CH3:15])=[O:13])[C:9](=O)[N:4]2[N:3]=1.O=P(Cl)(Cl)[Cl:20]. No catalyst specified. The product is [Br:1][C:2]1[CH:17]=[C:5]2[N:6]=[C:7]([CH3:16])[C:8]([CH2:11][C:12]([O:14][CH3:15])=[O:13])=[C:9]([Cl:20])[N:4]2[N:3]=1. (9) The reactants are FC(F)(F)C([NH:5][C:6]1[CH:11]=[CH:10][CH:9]=[CH:8][C:7]=1[C@H:12]([OH:15])[CH2:13][CH3:14])=O.[ClH:18]. The catalyst is C(O)(C)C. The product is [ClH:18].[NH2:5][C:6]1[CH:11]=[CH:10][CH:9]=[CH:8][C:7]=1[C@H:12]([OH:15])[CH2:13][CH3:14]. The yield is 0.749. (10) The reactants are [Cl:1][C:2]1[CH:7]=[C:6]([NH:8][CH:9]2[CH2:11][CH2:10]2)[N:5]2[N:12]=[CH:13][C:14]([CH:15]=O)=[C:4]2[N:3]=1.[S:17]1[CH2:21][C:20](=[O:22])[NH:19][C:18]1=[O:23].N1CCCCC1.C(O)(C)C. The catalyst is CCO. The product is [Cl:1][C:2]1[CH:7]=[C:6]([NH:8][CH:9]2[CH2:10][CH2:11]2)[N:5]2[N:12]=[CH:13][C:14]([CH:15]=[C:21]3[S:17][C:18](=[O:23])[NH:19][C:20]3=[O:22])=[C:4]2[N:3]=1. The yield is 0.540.